Task: Predict the reactants needed to synthesize the given product.. Dataset: Full USPTO retrosynthesis dataset with 1.9M reactions from patents (1976-2016) (1) The reactants are: [CH2:1]([O:3][C:4]([C:6]1[C:7]([CH3:25])=[N:8][C:9]([NH:13][CH2:14]/[CH:15]=[CH:16]/[C:17]2[CH:22]=[CH:21][C:20]([CH3:23])=[C:19]([OH:24])[CH:18]=2)=[N:10][C:11]=1[CH3:12])=[O:5])[CH3:2]. Given the product [CH2:1]([O:3][C:4]([C:6]1[C:7]([CH3:25])=[N:8][C:9]([NH:13][CH2:14][CH2:15][CH2:16][C:17]2[CH:22]=[CH:21][C:20]([CH3:23])=[C:19]([OH:24])[CH:18]=2)=[N:10][C:11]=1[CH3:12])=[O:5])[CH3:2], predict the reactants needed to synthesize it. (2) Given the product [CH2:1]([O:3][C:4]([CH:6]1[C:10]([CH3:11])=[C:9]2[C:12](=[C:16]=[O:19])[CH:13]=[CH:14][CH:15]=[C:8]2[O:7]1)=[O:5])[CH3:2], predict the reactants needed to synthesize it. The reactants are: [CH2:1]([O:3][C:4]([C:6]1[O:7][C:8]2[CH:15]=[CH:14][CH:13]=[C:12]([CH:16]=C)[C:9]=2[C:10]=1[CH3:11])=[O:5])[CH3:2].I([O-])(=O)(=O)=[O:19].[Na+].